Dataset: Forward reaction prediction with 1.9M reactions from USPTO patents (1976-2016). Task: Predict the product of the given reaction. (1) Given the reactants CC(C)([O-])C.[K+].[F:7][C:8]1[CH:9]=[C:10](/[CH:14]=[CH:15]/[C:16]([O:18][CH2:19][CH3:20])=[O:17])[CH:11]=[CH:12][CH:13]=1.S([CH2:31][N+:32]#[C-:33])(C1C=CC(C)=CC=1)(=O)=O, predict the reaction product. The product is: [F:7][C:8]1[CH:9]=[C:10]([C:14]2[C:15]([C:16]([O:18][CH2:19][CH3:20])=[O:17])=[CH:31][NH:32][CH:33]=2)[CH:11]=[CH:12][CH:13]=1. (2) The product is: [F:24][C:23]([F:26])([F:25])[C:19]1[CH:18]=[C:17]([CH:8]([C:7]([O:14][CH3:15])=[O:13])[C:9]([O:11][CH3:12])=[O:10])[CH:22]=[CH:21][CH:20]=1. Given the reactants C(=O)([O-])[O-].[Cs+].[Cs+].[C:7]([O:14][CH3:15])(=[O:13])[CH2:8][C:9]([O:11][CH3:12])=[O:10].I[C:17]1[CH:22]=[CH:21][CH:20]=[C:19]([C:23]([F:26])([F:25])[F:24])[CH:18]=1.Cl, predict the reaction product. (3) Given the reactants [Cl:1][C:2]1[CH:3]=[N:4][N:5]([C:7]2[CH:12]=[CH:11][N:10]=[CH:9][C:8]=2[N:13]2[CH2:18][CH2:17][CH:16]([C:19]([OH:21])=O)[CH2:15][CH2:14]2)[CH:6]=1.Cl.[O:23]1[CH2:27][CH2:26][C@H:25]([NH2:28])[CH2:24]1.CN(C(ON1N=NC2C=CC=NC1=2)=[N+](C)C)C.F[P-](F)(F)(F)(F)F.C(N(CC)CC)C, predict the reaction product. The product is: [Cl:1][C:2]1[CH:3]=[N:4][N:5]([C:7]2[CH:12]=[CH:11][N:10]=[CH:9][C:8]=2[N:13]2[CH2:14][CH2:15][CH:16]([C:19]([NH:28][C@H:25]3[CH2:26][CH2:27][O:23][CH2:24]3)=[O:21])[CH2:17][CH2:18]2)[CH:6]=1. (4) Given the reactants [CH2:1]([N:4]([C:11]1[C:12](Br)=[N:13][C:14]([O:17][CH3:18])=[CH:15][CH:16]=1)C(=O)C(F)(F)F)[CH:2]=[CH2:3].[Cl-].C([NH3+])CCC.C([NH3+])CCC.C([NH3+])CCC.C([NH3+])CCC.[Cl-].[Cl-].[Cl-].C(N(CC)CC)C, predict the reaction product. The product is: [CH3:18][O:17][C:14]1[N:13]=[C:12]2[C:2]([CH3:3])=[CH:1][NH:4][C:11]2=[CH:16][CH:15]=1.